This data is from Full USPTO retrosynthesis dataset with 1.9M reactions from patents (1976-2016). The task is: Predict the reactants needed to synthesize the given product. The reactants are: C(=O)([O-])[O-].[K+].[K+].[N+:7]([C:10]1[CH:17]=[CH:16][C:13]([CH2:14]Br)=[CH:12][CH:11]=1)([O-:9])=[O:8].[NH:18]1[CH:22]=[CH:21][N:20]=[CH:19]1. Given the product [N+:7]([C:10]1[CH:17]=[CH:16][C:13]([CH2:14][N:18]2[CH:22]=[CH:21][N:20]=[CH:19]2)=[CH:12][CH:11]=1)([O-:9])=[O:8], predict the reactants needed to synthesize it.